Dataset: CYP3A4 inhibition data for predicting drug metabolism from PubChem BioAssay. Task: Regression/Classification. Given a drug SMILES string, predict its absorption, distribution, metabolism, or excretion properties. Task type varies by dataset: regression for continuous measurements (e.g., permeability, clearance, half-life) or binary classification for categorical outcomes (e.g., BBB penetration, CYP inhibition). Dataset: cyp3a4_veith. (1) The compound is COc1ccc(C(=O)NC2(C(F)(F)F)C(=O)Nc3c2c(=O)[nH]c(=O)n3CCc2ccc(OC)c(OC)c2)cc1. The result is 0 (non-inhibitor). (2) The molecule is CCc1ccc(OCC(=O)NNC(=O)CSc2ncnc3sc(C)c(C)c23)cc1. The result is 0 (non-inhibitor). (3) The drug is Cc1cc(C)c(NC(=O)C[C@H](CC(=O)[O-])c2cccc3ccccc23)c(C(=O)N2CCC3(CCCC3)CC2)c1.[Na+]. The result is 1 (inhibitor).